This data is from Reaction yield outcomes from USPTO patents with 853,638 reactions. The task is: Predict the reaction yield, written as a fraction of the theoretical maximum amount of product (1.0 means a 100% yield; for example, 0.34 means a 34% yield). (1) The reactants are [F:1][C:2]1[CH:3]=[C:4]([CH:8]=[C:9]([O:11][C:12]2[CH:17]=[CH:16][CH:15]=[CH:14][CH:13]=2)[CH:10]=1)[C:5](O)=[O:6]. The catalyst is C1COCC1. The product is [F:1][C:2]1[CH:3]=[C:4]([CH2:5][OH:6])[CH:8]=[C:9]([O:11][C:12]2[CH:17]=[CH:16][CH:15]=[CH:14][CH:13]=2)[CH:10]=1. The yield is 0.930. (2) The reactants are [N:1]1[C:10]2[C:5](=[N:6][CH:7]=[CH:8][N:9]=2)[C:4]([NH:11][CH2:12][CH2:13][C:14]2[CH:19]=[CH:18][C:17]([OH:20])=[CH:16][CH:15]=2)=[N:3][CH:2]=1.C1(P(C2C=CC=CC=2)C2C=CC=CC=2)C=CC=CC=1.[CH2:40]([O:47][C:48]1[CH:53]=[CH:52][C:51]([CH2:54][CH2:55]O)=[CH:50][CH:49]=1)[C:41]1[CH:46]=[CH:45][CH:44]=[CH:43][CH:42]=1.CC(OC(/N=N/C(OC(C)C)=O)=O)C. The catalyst is O1CCOCC1. The product is [CH2:40]([O:47][C:48]1[CH:49]=[CH:50][C:51]([CH2:54][CH2:55][O:20][C:17]2[CH:18]=[CH:19][C:14]([CH2:13][CH2:12][NH:11][C:4]3[C:5]4[C:10](=[N:9][CH:8]=[CH:7][N:6]=4)[N:1]=[CH:2][N:3]=3)=[CH:15][CH:16]=2)=[CH:52][CH:53]=1)[C:41]1[CH:42]=[CH:43][CH:44]=[CH:45][CH:46]=1. The yield is 0.200. (3) The reactants are [O:1]1[CH2:5][CH2:4][CH2:3][C:2]1=[O:6].[C:7]1([Li])[CH:12]=[CH:11][CH:10]=[CH:9][CH:8]=1. The catalyst is C(OCC)C. The product is [OH:1][CH2:5][CH2:4][CH2:3][C:2]([C:7]1[CH:12]=[CH:11][CH:10]=[CH:9][CH:8]=1)=[O:6]. The yield is 0.970. (4) The reactants are [CH3:1][N:2]1[CH:6]=[C:5]([C:7]2[CH:12]=[C:11]([O:13][C:14]3[CH:15]=[N:16][C:17]([N+:20]([O-])=O)=[CH:18][CH:19]=3)[CH:10]=[CH:9][N:8]=2)[CH:4]=[N:3]1.[NH4+].[Cl-]. The catalyst is CCO.O.[Fe]. The product is [CH3:1][N:2]1[CH:6]=[C:5]([C:7]2[CH:12]=[C:11]([O:13][C:14]3[CH:19]=[CH:18][C:17]([NH2:20])=[N:16][CH:15]=3)[CH:10]=[CH:9][N:8]=2)[CH:4]=[N:3]1. The yield is 0.600. (5) The reactants are [OH:1][C:2]1[CH:12]=[CH:11][C:5]([C:6]([O:8][CH2:9][CH3:10])=[O:7])=[CH:4][C:3]=1[O:13][CH3:14].C([NH:22][CH2:23][CH2:24]O)(OC(C)(C)C)=O.C1C=CC(P(C2C=CC=CC=2)C2C=CC=CC=2)=CC=1.CC(OC(/N=N/C(OC(C)C)=O)=O)C. The yield is 0.900. The product is [CH3:14][O:13][C:3]1[CH:4]=[C:5]([CH:11]=[CH:12][C:2]=1[O:1][CH2:24][CH2:23][NH2:22])[C:6]([O:8][CH2:9][CH3:10])=[O:7]. The catalyst is C1COCC1.C(Cl)Cl.C(O)(C(F)(F)F)=O.